Task: Predict the reactants needed to synthesize the given product.. Dataset: Full USPTO retrosynthesis dataset with 1.9M reactions from patents (1976-2016) Given the product [CH3:42][N:43]1[CH2:46][CH2:38][CH2:37][CH:36]([CH2:35][N:1]2[C:5]3[CH:6]=[CH:7][CH:8]=[CH:9][C:4]=3[N:3]=[C:2]2[CH2:10][N:11]2[C@@H:24]3[C@@H:15]([CH2:16][CH2:17][C:18]4[C:23]3=[N:22][CH:21]=[CH:20][CH:19]=4)[CH2:14][CH2:13][CH2:12]2)[CH2:44]1, predict the reactants needed to synthesize it. The reactants are: [NH:1]1[C:5]2[CH:6]=[CH:7][CH:8]=[CH:9][C:4]=2[N:3]=[C:2]1[CH2:10][N:11]1[C@@H:24]2[C@@H:15]([CH2:16][CH2:17][C:18]3[C:23]2=[N:22][CH:21]=[CH:20][CH:19]=3)[CH2:14][CH2:13][CH2:12]1.C(=O)([O-])[O-].[K+].[K+].[I-].[K+].Cl.Cl[CH2:35][C:36]1C=CN=[CH:38][CH:37]=1.[CH3:42][N:43]([CH3:46])[CH:44]=O.